Dataset: Forward reaction prediction with 1.9M reactions from USPTO patents (1976-2016). Task: Predict the product of the given reaction. (1) Given the reactants [NH2:1][C:2]1[CH:7]=[CH:6][C:5]([C:8]2[N:9]([CH:22]3[CH2:25][CH2:24][CH2:23]3)[C:10]3[C:15]([C:16]=2[C:17]#[N:18])=[CH:14][CH:13]=[C:12]([O:19][CH2:20][CH3:21])[CH:11]=3)=[CH:4][CH:3]=1.ClC(O[C:30]1[CH:35]=[CH:34][C:33]([N+:36]([O-])=O)=[CH:32][CH:31]=1)=O.N1C=CC=C[CH:40]=1.COCCOCCO, predict the reaction product. The product is: [CH:22]1([N:9]2[C:10]3[C:15](=[CH:14][CH:13]=[C:12]([O:19][CH2:20][CH3:21])[CH:11]=3)[C:16]([C:17]#[N:18])=[C:8]2[C:5]2[CH:4]=[CH:3][C:2]([NH:1][CH2:31][CH2:32][C:33]3[CH:34]=[CH:35][CH:30]=[CH:40][N:36]=3)=[CH:7][CH:6]=2)[CH2:23][CH2:24][CH2:25]1. (2) Given the reactants [C:1]([O:5][C:6]([N:8]1[CH2:15][CH:14]2[CH:10]([CH2:11][C:12](C(OCC)=O)([C:16]([O:18]CC)=[O:17])[CH2:13]2)[CH2:9]1)=[O:7])([CH3:4])([CH3:3])[CH3:2].O.C(OC(OC(C)(C)C)=O)(OC(C)(C)C)=O.Cl, predict the reaction product. The product is: [C:1]([O:5][C:6]([N:8]1[CH2:9][CH:10]2[CH:14]([CH2:13][CH:12]([C:16]([OH:18])=[O:17])[CH2:11]2)[CH2:15]1)=[O:7])([CH3:4])([CH3:2])[CH3:3]. (3) The product is: [C:24]1([CH:17]([C:18]2[CH:19]=[CH:20][CH:21]=[CH:22][CH:23]=2)[C:14]2[S:13][C:12]([C:10]([NH:9][C@@H:5]([CH2:4][CH2:3][CH2:2][NH:1][CH:41]=[NH:45])[C:6]([OH:8])=[O:7])=[O:11])=[CH:16][CH:15]=2)[CH:29]=[CH:28][CH:27]=[CH:26][CH:25]=1.[C:30]([OH:36])([C:32]([F:35])([F:34])[F:33])=[O:31]. Given the reactants [NH2:1][CH2:2][CH2:3][CH2:4][C@H:5]([NH:9][C:10]([C:12]1[S:13][C:14]([CH:17]([C:24]2[CH:29]=[CH:28][CH:27]=[CH:26][CH:25]=2)[C:18]2[CH:23]=[CH:22][CH:21]=[CH:20][CH:19]=2)=[CH:15][CH:16]=1)=[O:11])[C:6]([OH:8])=[O:7].[C:30]([OH:36])([C:32]([F:35])([F:34])[F:33])=[O:31].C(O)C.Cl.[CH:41](=[NH:45])OCC, predict the reaction product. (4) Given the reactants [C:1]([O:5][C:6]([N:8]1[CH2:13][CH2:12][NH:11][CH2:10][CH2:9]1)=[O:7])([CH3:4])([CH3:3])[CH3:2].C(=O)([O-])[O-].[K+].[K+].Cl[CH2:21][CH:22]1[CH2:24][CH2:23]1, predict the reaction product. The product is: [C:1]([O:5][C:6]([N:8]1[CH2:13][CH2:12][N:11]([CH2:21][CH:22]2[CH2:24][CH2:23]2)[CH2:10][CH2:9]1)=[O:7])([CH3:4])([CH3:2])[CH3:3]. (5) Given the reactants [N:1]1[CH:6]=[CH:5][CH:4]=[CH:3][C:2]=1[N:7]1[CH2:12][CH2:11][NH:10][CH2:9][CH2:8]1.Br[CH2:14][C:15]#[N:16], predict the reaction product. The product is: [N:1]1[CH:6]=[CH:5][CH:4]=[CH:3][C:2]=1[N:7]1[CH2:8][CH2:9][N:10]([CH2:14][C:15]#[N:16])[CH2:11][CH2:12]1. (6) Given the reactants CN(C)[C:3](=[O:28])[CH2:4][C:5]1[CH:10]=[CH:9][CH:8]=[CH:7][C:6]=1[NH:11][C:12]1[C:17]([F:18])=[C:16]([F:19])[C:15]([C:20]2[CH:25]=[CH:24][CH:23]=[CH:22][CH:21]=2)=[C:14]([F:26])[C:13]=1[F:27].[OH-:30].[Na+], predict the reaction product. The product is: [F:18][C:17]1[C:16]([F:19])=[C:15]([C:20]2[CH:25]=[CH:24][CH:23]=[CH:22][CH:21]=2)[C:14]([F:26])=[C:13]([F:27])[C:12]=1[NH:11][C:6]1[CH:7]=[CH:8][CH:9]=[CH:10][C:5]=1[CH2:4][C:3]([OH:30])=[O:28]. (7) The product is: [OH:11][CH2:12][CH2:13][CH:14]1[O:18][C:17]2=[N:19][C:20]([N+:22]([O-:24])=[O:23])=[CH:21][N:16]2[CH2:15]1. Given the reactants FC(F)(F)C(O)=O.COC[O:11][CH2:12][CH2:13][CH:14]1[O:18][C:17]2=[N:19][C:20]([N+:22]([O-:24])=[O:23])=[CH:21][N:16]2[CH2:15]1, predict the reaction product. (8) Given the reactants [CH2:1]([O:3][C:4](=[O:14])/[CH:5]=[CH:6]/[C:7]1[CH:12]=[CH:11][C:10]([Br:13])=[CH:9][CH:8]=1)[CH3:2].[CH2:15]1COCC1, predict the reaction product. The product is: [CH2:1]([O:3][C:4]([C@@H:5]1[CH2:15][C@H:6]1[C:7]1[CH:8]=[CH:9][C:10]([Br:13])=[CH:11][CH:12]=1)=[O:14])[CH3:2].